Task: Predict the product of the given reaction.. Dataset: Forward reaction prediction with 1.9M reactions from USPTO patents (1976-2016) (1) Given the reactants Br[C:2]1[C:7]([C:8]#[N:9])=[CH:6][N:5]=[CH:4][CH:3]=1.C(N(CC)CC)C.[Br:17][C:18]1[CH:23]=[CH:22][C:21]([C:24]#[CH:25])=[CH:20][CH:19]=1, predict the reaction product. The product is: [Br:17][C:18]1[CH:23]=[CH:22][C:21]([C:24]#[C:25][C:2]2[C:7]([C:8]#[N:9])=[CH:6][N:5]=[CH:4][CH:3]=2)=[CH:20][CH:19]=1. (2) Given the reactants C[O:2][C:3]([C:5]1[N:6]=[C:7]2[N:15]([CH2:16][C:17]([N:19]3[CH2:24][CH:23]([CH3:25])[CH2:22][CH:21]([CH3:26])[CH2:20]3)=[O:18])[CH:14]=[C:13]([CH2:27][S:28][CH3:29])[N:8]2[C:9](=[O:12])[C:10]=1[OH:11])=O.[NH2:30][CH2:31][C:32]1[CH:37]=[CH:36][C:35]([F:38])=[CH:34][C:33]=1[S:39]([N:42]([CH3:44])[CH3:43])(=[O:41])=[O:40], predict the reaction product. The product is: [CH3:43][N:42]([CH3:44])[S:39]([C:33]1[CH:34]=[C:35]([F:38])[CH:36]=[CH:37][C:32]=1[CH2:31][NH:30][C:3]([C:5]1[N:6]=[C:7]2[N:15]([CH2:16][C:17]([N:19]3[CH2:20][CH:21]([CH3:26])[CH2:22][CH:23]([CH3:25])[CH2:24]3)=[O:18])[CH:14]=[C:13]([CH2:27][S:28][CH3:29])[N:8]2[C:9](=[O:12])[C:10]=1[OH:11])=[O:2])(=[O:41])=[O:40]. (3) Given the reactants Br[C:2]1[CH:7]=[C:6]([Cl:8])[CH:5]=[CH:4][C:3]=1[CH2:9][C:10]#[N:11].[O:12]1CCC[CH2:13]1, predict the reaction product. The product is: [Cl:8][C:6]1[CH:5]=[CH:4][C:3]([CH2:9][CH2:10][NH2:11])=[C:2]([O:12][CH3:13])[CH:7]=1. (4) Given the reactants [CH2:1]([N:3]1[CH2:8][CH2:7][N:6]2[N:9]=[C:10]([NH2:12])[CH:11]=[C:5]2[CH2:4]1)[CH3:2].Br[C:14]1[C:15](=[O:22])[N:16]([CH3:21])[CH:17]=[C:18]([Br:20])[CH:19]=1.CC1(C)C2C(=C(P(C3C=CC=CC=3)C3C=CC=CC=3)C=CC=2)OC2C(P(C3C=CC=CC=3)C3C=CC=CC=3)=CC=CC1=2.C(=O)([O-])[O-].[Cs+].[Cs+], predict the reaction product. The product is: [Br:20][C:18]1[CH:19]=[C:14]([NH:12][C:10]2[CH:11]=[C:5]3[CH2:4][N:3]([CH2:1][CH3:2])[CH2:8][CH2:7][N:6]3[N:9]=2)[C:15](=[O:22])[N:16]([CH3:21])[CH:17]=1. (5) Given the reactants [CH3:1][C:2]1[CH:3]=[C:4]([C:8]([C:10]2[CH:11]=[N:12][CH:13]=[CH:14][CH:15]=2)=O)[O:5][C:6]=1[CH3:7].[NH3:16], predict the reaction product. The product is: [CH3:1][C:2]1[CH:3]=[C:4]([OH:5])[C:8]([C:10]2[CH:11]=[N:12][CH:13]=[CH:14][CH:15]=2)=[N:16][C:6]=1[CH3:7]. (6) The product is: [F:1][C:2]1[CH:3]=[C:4]([C:8]2[N:9]=[C:10]([C:23]([NH:31][CH:28]([CH3:30])[CH3:29])=[O:25])[S:11][C:12]=2[C:13]2[CH:18]=[CH:17][C:16](=[O:19])[N:15]([CH:20]([CH3:22])[CH3:21])[N:14]=2)[CH:5]=[CH:6][CH:7]=1. Given the reactants [F:1][C:2]1[CH:3]=[C:4]([C:8]2[N:9]=[C:10]([C:23]([O:25]CC)=O)[S:11][C:12]=2[C:13]2[CH:18]=[CH:17][C:16](=[O:19])[N:15]([CH:20]([CH3:22])[CH3:21])[N:14]=2)[CH:5]=[CH:6][CH:7]=1.[CH:28]([NH2:31])([CH3:30])[CH3:29], predict the reaction product. (7) Given the reactants [C:1]([C:3]1[CH:4]=[N:5][N:6]2[C:11]([C:12]([F:15])([F:14])[F:13])=[CH:10][C:9]([C:16]3[CH:21]=[CH:20][CH:19]=[C:18]([C:22]([F:25])([F:24])[F:23])[CH:17]=3)=[N:8][C:7]=12)#[CH:2].[OH:26][CH2:27][C:28]([NH:31][S:32]([C:35]1[S:39][C:38](Cl)=[N:37][CH:36]=1)(=[O:34])=[O:33])([CH3:30])[CH3:29], predict the reaction product. The product is: [OH:26][CH2:27][C:28]([NH:31][S:32]([C:35]1[S:39][C:38]([C:2]#[C:1][C:3]2[CH:4]=[N:5][N:6]3[C:11]([C:12]([F:14])([F:13])[F:15])=[CH:10][C:9]([C:16]4[CH:21]=[CH:20][CH:19]=[C:18]([C:22]([F:25])([F:24])[F:23])[CH:17]=4)=[N:8][C:7]=23)=[N:37][CH:36]=1)(=[O:34])=[O:33])([CH3:30])[CH3:29].